This data is from Full USPTO retrosynthesis dataset with 1.9M reactions from patents (1976-2016). The task is: Predict the reactants needed to synthesize the given product. (1) The reactants are: [CH3:1][O:2][C:3]([C:5]1[CH:10]([C:11]2[CH:16]=[CH:15][CH:14]=[C:13]([N+:17]([O-:19])=[O:18])[CH:12]=2)[C:9]([C:20]([OH:22])=[O:21])=[C:8]([CH3:23])[NH:7][C:6]=1[CH3:24])=[O:4].C1(N=C=NC2CCCCC2)CCCCC1.CN(C1C=CC=CN=1)C.[CH:49]([N:62]1[CH2:67][CH2:66][N:65]([CH2:68][CH2:69]O)[CH2:64][CH2:63]1)([C:56]1[CH:61]=[CH:60][CH:59]=[CH:58][CH:57]=1)[C:50]1[CH:55]=[CH:54][CH:53]=[CH:52][CH:51]=1. Given the product [CH3:24][C:6]1[NH:7][C:8]([CH3:23])=[C:9]([C:20]([O:22][CH2:69][CH2:68][N:65]2[CH2:64][CH2:63][N:62]([CH:49]([C:56]3[CH:57]=[CH:58][CH:59]=[CH:60][CH:61]=3)[C:50]3[CH:51]=[CH:52][CH:53]=[CH:54][CH:55]=3)[CH2:67][CH2:66]2)=[O:21])[CH:10]([C:11]2[CH:16]=[CH:15][CH:14]=[C:13]([N+:17]([O-:19])=[O:18])[CH:12]=2)[C:5]=1[C:3]([O:2][CH3:1])=[O:4], predict the reactants needed to synthesize it. (2) Given the product [C:1]([O:5][C:6]([C@@:8]1([CH:22]=[O:23])[CH2:12][C:11](=[O:13])[N:10]([C@@H:14]([C:16]2[CH:21]=[CH:20][CH:19]=[CH:18][CH:17]=2)[CH3:15])[CH2:9]1)=[O:7])([CH3:4])([CH3:2])[CH3:3], predict the reactants needed to synthesize it. The reactants are: [C:1]([O:5][C:6]([C@@:8]1([CH2:22][OH:23])[CH2:12][C:11](=[O:13])[N:10]([C@@H:14]([C:16]2[CH:21]=[CH:20][CH:19]=[CH:18][CH:17]=2)[CH3:15])[CH2:9]1)=[O:7])([CH3:4])([CH3:3])[CH3:2].C(N(CC)CC)C.CS(C)=O. (3) Given the product [Cl:18][C:15]1[CH:16]=[CH:17][C:12]([C:10]2[C:9]3[C:4](=[CH:5][CH:6]=[CH:7][CH:8]=3)[C:3](=[O:19])[N:2]([NH:1][C:22](=[O:23])[CH:21]([F:20])[C:25]3[CH:30]=[CH:29][CH:28]=[CH:27][CH:26]=3)[N:11]=2)=[CH:13][CH:14]=1, predict the reactants needed to synthesize it. The reactants are: [NH2:1][N:2]1[N:11]=[C:10]([C:12]2[CH:17]=[CH:16][C:15]([Cl:18])=[CH:14][CH:13]=2)[C:9]2[C:4](=[CH:5][CH:6]=[CH:7][CH:8]=2)[C:3]1=[O:19].[F:20][CH:21]([C:25]1[CH:30]=[CH:29][CH:28]=[CH:27][CH:26]=1)[C:22](Cl)=[O:23]. (4) Given the product [C:27]([C:31]1[CH:32]=[CH:33][C:34]([C:37](=[O:42])[CH2:38][CH2:39][CH2:40][N:18]2[CH2:17][CH2:16][C:15](=[C:14]([C:21]3[CH:26]=[CH:25][CH:24]=[CH:23][CH:22]=3)[C:8]3[CH:9]=[CH:10][CH:11]=[CH:12][CH:13]=3)[CH2:20][CH2:19]2)=[CH:35][CH:36]=1)([CH3:30])([CH3:29])[CH3:28], predict the reactants needed to synthesize it. The reactants are: FC(F)(F)C([O-])=O.[C:8]1([C:14]([C:21]2[CH:26]=[CH:25][CH:24]=[CH:23][CH:22]=2)=[C:15]2[CH2:20][CH2:19][NH2+:18][CH2:17][CH2:16]2)[CH:13]=[CH:12][CH:11]=[CH:10][CH:9]=1.[C:27]([C:31]1[CH:36]=[CH:35][C:34]([C:37](=[O:42])[CH2:38][CH2:39][CH2:40]Cl)=[CH:33][CH:32]=1)([CH3:30])([CH3:29])[CH3:28]. (5) Given the product [OH:12][CH2:3][C:2](=[O:13])[CH2:1][C:4]1[CH:9]=[CH:8][C:7]([O:10][CH3:11])=[CH:6][CH:5]=1, predict the reactants needed to synthesize it. The reactants are: [CH2:1]([C:4]1[CH:9]=[CH:8][C:7]([O:10][CH3:11])=[CH:6][CH:5]=1)[CH:2]=[CH2:3].[OH2:12].[O-:13][Mn](=O)(=O)=O.[K+].C([O-])(O)=O.[Na+]. (6) Given the product [CH:25]1([CH2:24][C@H:19]([NH:18][C:15]([C:7]2[CH:6]=[CH:5][C:4]([CH:1]3[CH2:2][CH2:3]3)=[C:9]([O:10][CH2:11][CH:12]3[CH2:13][CH2:14]3)[N:8]=2)=[O:17])[C:20]([OH:22])([CH3:23])[CH3:21])[CH2:27][CH2:26]1, predict the reactants needed to synthesize it. The reactants are: [CH:1]1([C:4]2[CH:5]=[CH:6][C:7]([C:15]([OH:17])=O)=[N:8][C:9]=2[O:10][CH2:11][CH:12]2[CH2:14][CH2:13]2)[CH2:3][CH2:2]1.[NH2:18][C@@H:19]([CH2:24][CH:25]1[CH2:27][CH2:26]1)[C:20]([CH3:23])([OH:22])[CH3:21].